From a dataset of NCI-60 drug combinations with 297,098 pairs across 59 cell lines. Regression. Given two drug SMILES strings and cell line genomic features, predict the synergy score measuring deviation from expected non-interaction effect. (1) Drug 1: CN1CCC(CC1)COC2=C(C=C3C(=C2)N=CN=C3NC4=C(C=C(C=C4)Br)F)OC. Drug 2: C1=C(C(=O)NC(=O)N1)N(CCCl)CCCl. Cell line: HCC-2998. Synergy scores: CSS=9.45, Synergy_ZIP=-1.47, Synergy_Bliss=-2.49, Synergy_Loewe=-2.44, Synergy_HSA=-1.94. (2) Drug 1: C1=CC(=CC=C1CC(C(=O)O)N)N(CCCl)CCCl.Cl. Drug 2: CS(=O)(=O)CCNCC1=CC=C(O1)C2=CC3=C(C=C2)N=CN=C3NC4=CC(=C(C=C4)OCC5=CC(=CC=C5)F)Cl. Cell line: CCRF-CEM. Synergy scores: CSS=35.8, Synergy_ZIP=3.05, Synergy_Bliss=5.23, Synergy_Loewe=-9.55, Synergy_HSA=2.22. (3) Drug 1: CC(C)CN1C=NC2=C1C3=CC=CC=C3N=C2N. Drug 2: C(CCl)NC(=O)N(CCCl)N=O. Cell line: HCT-15. Synergy scores: CSS=13.7, Synergy_ZIP=0.732, Synergy_Bliss=4.99, Synergy_Loewe=3.29, Synergy_HSA=3.42. (4) Drug 1: CCCS(=O)(=O)NC1=C(C(=C(C=C1)F)C(=O)C2=CNC3=C2C=C(C=N3)C4=CC=C(C=C4)Cl)F. Drug 2: C1=CC(=CC=C1CCCC(=O)O)N(CCCl)CCCl. Cell line: SF-295. Synergy scores: CSS=38.7, Synergy_ZIP=-0.766, Synergy_Bliss=-2.45, Synergy_Loewe=-3.06, Synergy_HSA=-2.24. (5) Drug 1: CCC1=CC2CC(C3=C(CN(C2)C1)C4=CC=CC=C4N3)(C5=C(C=C6C(=C5)C78CCN9C7C(C=CC9)(C(C(C8N6C)(C(=O)OC)O)OC(=O)C)CC)OC)C(=O)OC.C(C(C(=O)O)O)(C(=O)O)O. Drug 2: CN(CC1=CN=C2C(=N1)C(=NC(=N2)N)N)C3=CC=C(C=C3)C(=O)NC(CCC(=O)O)C(=O)O. Cell line: NCI/ADR-RES. Synergy scores: CSS=9.62, Synergy_ZIP=-0.227, Synergy_Bliss=3.88, Synergy_Loewe=-6.70, Synergy_HSA=0.780. (6) Drug 2: B(C(CC(C)C)NC(=O)C(CC1=CC=CC=C1)NC(=O)C2=NC=CN=C2)(O)O. Synergy scores: CSS=31.3, Synergy_ZIP=-10.7, Synergy_Bliss=-16.8, Synergy_Loewe=-15.4, Synergy_HSA=-12.2. Drug 1: CN(CC1=CN=C2C(=N1)C(=NC(=N2)N)N)C3=CC=C(C=C3)C(=O)NC(CCC(=O)O)C(=O)O. Cell line: COLO 205. (7) Drug 1: CC1=C(C=C(C=C1)NC2=NC=CC(=N2)N(C)C3=CC4=NN(C(=C4C=C3)C)C)S(=O)(=O)N.Cl. Drug 2: CCC(=C(C1=CC=CC=C1)C2=CC=C(C=C2)OCCN(C)C)C3=CC=CC=C3.C(C(=O)O)C(CC(=O)O)(C(=O)O)O. Cell line: M14. Synergy scores: CSS=-0.437, Synergy_ZIP=7.95, Synergy_Bliss=3.77, Synergy_Loewe=0.695, Synergy_HSA=0.389.